Dataset: Reaction yield outcomes from USPTO patents with 853,638 reactions. Task: Predict the reaction yield, written as a fraction of the theoretical maximum amount of product (1.0 means a 100% yield; for example, 0.34 means a 34% yield). The reactants are [C:1]([O:5][C:6](=[O:29])[NH:7][CH2:8][C:9]1[C:10]([CH2:25][CH:26]([CH3:28])[CH3:27])=[N:11][C:12]([CH3:24])=[C:13]([CH2:22]O)[C:14]=1[C:15]1[CH:20]=[CH:19][C:18]([CH3:21])=[CH:17][CH:16]=1)([CH3:4])([CH3:3])[CH3:2].[CH2:30]([N:32](CC)CC)C.CS(Cl)(=O)=O.C(=O)([O-])O.[Na+].[C-]#N.[K+]. The catalyst is C(OCC)(=O)C.O1CCCC1. The product is [C:1]([O:5][C:6](=[O:29])[NH:7][CH2:8][C:9]1[C:10]([CH2:25][CH:26]([CH3:28])[CH3:27])=[N:11][C:12]([CH3:24])=[C:13]([CH2:22][C:30]#[N:32])[C:14]=1[C:15]1[CH:16]=[CH:17][C:18]([CH3:21])=[CH:19][CH:20]=1)([CH3:4])([CH3:2])[CH3:3]. The yield is 0.720.